From a dataset of Full USPTO retrosynthesis dataset with 1.9M reactions from patents (1976-2016). Predict the reactants needed to synthesize the given product. (1) Given the product [CH:15]1([C:18]2[CH:23]=[CH:22][C:21]([CH2:24][O:1][C:2]3[N:6]([C:7]4[CH:12]=[C:11]([C:13]#[N:14])[CH:10]=[CH:9][N:8]=4)[N:5]=[CH:4][CH:3]=3)=[CH:20][CH:19]=2)[CH2:17][CH2:16]1, predict the reactants needed to synthesize it. The reactants are: [OH:1][C:2]1[N:6]([C:7]2[CH:12]=[C:11]([C:13]#[N:14])[CH:10]=[CH:9][N:8]=2)[N:5]=[CH:4][CH:3]=1.[CH:15]1([C:18]2[CH:23]=[CH:22][C:21]([CH2:24]O)=[CH:20][CH:19]=2)[CH2:17][CH2:16]1. (2) Given the product [Cl:1][C:2]1[CH:29]=[CH:28][CH:27]=[C:26]([C:30]2([OH:34])[CH2:31][CH2:32][CH2:33]2)[C:3]=1[CH2:4][N:5]1[C:13]2[C:8](=[C:9]([F:14])[CH:10]=[CH:11][CH:12]=2)[C:7]([C:15]2[CH:24]=[CH:23][C:18]([C:19]([OH:21])=[O:20])=[CH:17][C:16]=2[F:25])=[N:6]1, predict the reactants needed to synthesize it. The reactants are: [Cl:1][C:2]1[CH:29]=[CH:28][CH:27]=[C:26]([C:30]2([OH:34])[CH2:33][CH2:32][CH2:31]2)[C:3]=1[CH2:4][N:5]1[C:13]2[C:8](=[C:9]([F:14])[CH:10]=[CH:11][CH:12]=2)[C:7]([C:15]2[CH:24]=[CH:23][C:18]([C:19]([O:21]C)=[O:20])=[CH:17][C:16]=2[F:25])=[N:6]1.[OH-].[Na+].